From a dataset of Reaction yield outcomes from USPTO patents with 853,638 reactions. Predict the reaction yield, written as a fraction of the theoretical maximum amount of product (1.0 means a 100% yield; for example, 0.34 means a 34% yield). (1) The reactants are [F:1][C:2]1[CH:7]=[CH:6][C:5]([S:8]([NH:11][C:12]2([C:15]([O:17]C)=[O:16])[CH2:14][CH2:13]2)(=[O:10])=[O:9])=[CH:4][CH:3]=1.O.O[Li].O. The catalyst is C1COCC1. The product is [F:1][C:2]1[CH:7]=[CH:6][C:5]([S:8]([NH:11][C:12]2([C:15]([OH:17])=[O:16])[CH2:14][CH2:13]2)(=[O:9])=[O:10])=[CH:4][CH:3]=1. The yield is 0.980. (2) The reactants are C([O:4][C@H:5]1[CH2:22][CH2:21][C@@:20]2([CH3:23])[C@@H:7]([CH2:8][CH2:9][C@:10]3([CH3:42])[C@@H:19]2[CH2:18][CH2:17][C@H:16]2[C@@:11]3([CH3:41])[CH2:12][CH2:13][C@@:14]3([CH2:31][CH2:32][NH:33][C:34]([O:36][C:37]([CH3:40])([CH3:39])[CH3:38])=[O:35])[CH2:26][C:25](=[O:27])[C:24]([CH:28]([CH3:30])[CH3:29])=[C:15]32)[C:6]1([CH3:44])[CH3:43])(=O)C.[OH-].[Na+].O.CCOC(C)=O. The yield is 0.830. The catalyst is CO.C1COCC1. The product is [OH:4][C@H:5]1[CH2:22][CH2:21][C@@:20]2([CH3:23])[C@@H:7]([CH2:8][CH2:9][C@:10]3([CH3:42])[C@@H:19]2[CH2:18][CH2:17][C@H:16]2[C@@:11]3([CH3:41])[CH2:12][CH2:13][C@@:14]3([CH2:31][CH2:32][NH:33][C:34](=[O:35])[O:36][C:37]([CH3:40])([CH3:39])[CH3:38])[CH2:26][C:25](=[O:27])[C:24]([CH:28]([CH3:30])[CH3:29])=[C:15]32)[C:6]1([CH3:43])[CH3:44].